Dataset: Reaction yield outcomes from USPTO patents with 853,638 reactions. Task: Predict the reaction yield, written as a fraction of the theoretical maximum amount of product (1.0 means a 100% yield; for example, 0.34 means a 34% yield). (1) The product is [C:47]([O:46][C:44](=[O:45])[CH2:43][N:22]([CH:18]1[CH2:17][CH2:16][C:15]2[C:20](=[CH:21][N:13]([C:6]3[C:5]4[C:10](=[CH:11][CH:12]=[C:3]([O:2][CH3:1])[N:4]=4)[N:9]=[CH:8][CH:7]=3)[N:14]=2)[CH2:19]1)[CH2:23][C:24]1[CH:25]=[CH:26][C:27]2[S:32][CH2:31][C:30](=[O:33])[NH:29][C:28]=2[CH:34]=1)([CH3:50])([CH3:49])[CH3:48]. The yield is 0.240. The reactants are [CH3:1][O:2][C:3]1[N:4]=[C:5]2[C:10](=[CH:11][CH:12]=1)[N:9]=[CH:8][CH:7]=[C:6]2[N:13]1[CH:21]=[C:20]2[C:15]([CH2:16][CH2:17][CH:18]([NH:22][CH2:23][C:24]3[CH:25]=[CH:26][C:27]4[S:32][CH2:31][C:30](=[O:33])[NH:29][C:28]=4[CH:34]=3)[CH2:19]2)=[N:14]1.CCN(CC)CC.Br[CH2:43][C:44]([O:46][C:47]([CH3:50])([CH3:49])[CH3:48])=[O:45]. The catalyst is CN(C=O)C. (2) The reactants are [F:1][C:2]1[CH:6]=[N:5][N:4]([CH3:7])[C:3]=1[C:8]1[CH:9]=[C:10]([NH2:16])[CH:11]=[CH:12][C:13]=1[O:14][CH3:15].[C:17]([C:20]1[CH:21]=[C:22]([N:26]=[C:27]=[O:28])[CH:23]=[CH:24][CH:25]=1)(=[O:19])[CH3:18]. No catalyst specified. The product is [C:17]([C:20]1[CH:21]=[C:22]([NH:26][C:27]([NH:16][C:10]2[CH:11]=[CH:12][C:13]([O:14][CH3:15])=[C:8]([C:3]3[N:4]([CH3:7])[N:5]=[CH:6][C:2]=3[F:1])[CH:9]=2)=[O:28])[CH:23]=[CH:24][CH:25]=1)(=[O:19])[CH3:18]. The yield is 0.530. (3) The reactants are [F:1][C:2]1[CH:3]=[CH:4][C:5]2[S:9][C:8]([CH3:10])=[N:7][C:6]=2[CH:11]=1.C1C(=O)N([Br:19])C(=O)C1.CC(N=NC(C#N)(C)C)(C#N)C. The catalyst is C(Cl)(Cl)(Cl)Cl. The product is [Br:19][CH2:10][C:8]1[S:9][C:5]2[CH:4]=[CH:3][C:2]([F:1])=[CH:11][C:6]=2[N:7]=1. The yield is 0.200. (4) The reactants are BrC[C:3]1[CH:8]=[C:7]([O:9][CH2:10][CH:11]([CH2:14][CH3:15])[CH2:12][CH3:13])[CH:6]=[CH:5][C:4]=1[Cl:16].[C:17](=O)([O-])[O-].[K+].[K+].[NH:23]1[C:31]2[C:26](=[CH:27][C:28]([C:32]([O:34][CH3:35])=[O:33])=[CH:29][CH:30]=2)[CH:25]=[CH:24]1.O. The catalyst is CN(C=O)C.[I-].C([N+](CCCC)(CCCC)CCCC)CCC. The product is [CH3:35][O:34][C:32]([C:28]1[CH:27]=[C:26]2[C:31](=[CH:30][CH:29]=1)[N:23]([CH2:17][C:8]1[CH:3]=[C:4]([Cl:16])[CH:5]=[CH:6][C:7]=1[O:9][CH2:10][CH:11]([CH2:12][CH3:13])[CH2:14][CH3:15])[CH:24]=[CH:25]2)=[O:33]. The yield is 0.160. (5) The reactants are [NH2:1][C:2]1[C:3]([CH3:25])=[C:4]([C:8]2[C:20]3[C:19]4[C:14](=[CH:15][C:16]([Br:21])=[CH:17][CH:18]=4)[NH:13][C:12]=3[C:11]([C:22]([NH2:24])=[O:23])=[N:10][CH:9]=2)[CH:5]=[CH:6][CH:7]=1.[NH:26]1[C:31]2[CH:32]=[CH:33][CH:34]=[CH:35][C:30]=2[C:29](=O)[O:28][C:27]1=O.[N+](O[La](O[N+]([O-])=O)O[N+]([O-])=O)([O-])=O.COC(OC)OC. The catalyst is O1CCCC1.C(OCC)(=O)C.C(OCC)(=O)C.CCCCCC. The product is [Br:21][C:16]1[CH:15]=[C:14]2[C:19]([C:20]3[C:8]([C:4]4[CH:5]=[CH:6][CH:7]=[C:2]([N:1]5[C:29](=[O:28])[C:30]6[C:31](=[CH:32][CH:33]=[CH:34][CH:35]=6)[N:26]=[CH:27]5)[C:3]=4[CH3:25])=[CH:9][N:10]=[C:11]([C:22]([NH2:24])=[O:23])[C:12]=3[NH:13]2)=[CH:18][CH:17]=1. The yield is 0.614. (6) The reactants are [NH2:1][S:2]([C:5]1[CH:10]=[CH:9][C:8]([N:11]2[C:15]([C:16]3[CH:21]=[CH:20][C:19]([Cl:22])=[CH:18][CH:17]=3)=[CH:14][C:13]([C:23]([O:25][CH3:26])=[O:24])=[N:12]2)=[CH:7][CH:6]=1)(=[O:4])=[O:3].[CH3:27]C[O-].[Na+].CCO.O. The catalyst is C(O)C. The product is [NH2:1][S:2]([C:5]1[CH:10]=[CH:9][C:8]([N:11]2[C:15]([C:16]3[CH:21]=[CH:20][C:19]([Cl:22])=[CH:18][CH:17]=3)=[CH:14][C:13]([C:23]([O:25][CH2:26][CH3:27])=[O:24])=[N:12]2)=[CH:7][CH:6]=1)(=[O:4])=[O:3]. The yield is 0.700. (7) The reactants are [CH2:1]([N:3]1[C:11]2[C:10]([O:12]C)=[CH:9][C:8]([CH3:15])([CH3:14])[CH2:7][C:6]=2[C:5]([C:16]([O:18]CC)=[O:17])=[N:4]1)[CH3:2].[OH-].[Na+].Cl. The catalyst is CO.O.[Cl-].[Na+].O. The product is [CH2:1]([N:3]1[C:11]2[C:10](=[O:12])[CH2:9][C:8]([CH3:15])([CH3:14])[CH2:7][C:6]=2[C:5]([C:16]([OH:18])=[O:17])=[N:4]1)[CH3:2]. The yield is 0.590.